This data is from Catalyst prediction with 721,799 reactions and 888 catalyst types from USPTO. The task is: Predict which catalyst facilitates the given reaction. (1) Product: [C:14]([CH2:16][C:17]1[CH:22]=[CH:21][C:20]([NH:13][C:11]([C@@H:5]2[CH2:6][C@H:7]([CH3:10])[CH2:8][CH2:9][C@H:4]2[CH:1]([CH3:2])[CH3:3])=[O:12])=[CH:19][CH:18]=1)#[N:15]. The catalyst class is: 509. Reactant: [CH:1]([C@@H:4]1[CH2:9][CH2:8][C@@H:7]([CH3:10])[CH2:6][C@H:5]1[C:11]([NH2:13])=[O:12])([CH3:3])[CH3:2].[C:14]([CH2:16][C:17]1[CH:22]=[CH:21][C:20](I)=[CH:19][CH:18]=1)#[N:15].P([O-])([O-])([O-])=O.[K+].[K+].[K+].O.CNCCNC. (2) Reactant: [C:1]([O:12]C)(=[O:11])[CH2:2][CH2:3][CH2:4][CH2:5][CH2:6][CH2:7][CH2:8][CH:9]=[CH2:10].[OH-].[K+].[OH-].Cl. Product: [C:1]([OH:12])(=[O:11])[CH2:2][CH2:3][CH2:4][CH2:5][CH2:6][CH2:7][CH2:8][CH:9]=[CH2:10]. The catalyst class is: 657. (3) Reactant: [C:1]([O:4][C@H:5]1[CH2:22][CH2:21][C@@:20]2([CH3:23])[C:7](=[CH:8][CH2:9][C@@H:10]3[C@@H:19]2[CH2:18][CH2:17][C@@:15]2([CH3:16])[C@H:11]3[CH2:12][C:13]([CH:25]=[O:26])=[C:14]2Cl)[CH2:6]1)(=[O:3])[CH3:2].[Cl:27][C:28]1[N:36]=[CH:35][N:34]=[C:33]2[C:29]=1[NH:30][CH:31]=[N:32]2.CCCC[N+](CCCC)(CCCC)CCCC.[F-]. Product: [C:1]([O:4][C@H:5]1[CH2:22][CH2:21][C@@:20]2([CH3:23])[C:7](=[CH:8][CH2:9][C@@H:10]3[C@@H:19]2[CH2:18][CH2:17][C@@:15]2([CH3:16])[C@H:11]3[CH2:12][C:13]([CH:25]=[O:26])=[C:14]2[N:32]2[CH:31]=[N:30][C:29]3[C:33]2=[N:34][CH:35]=[N:36][C:28]=3[Cl:27])[CH2:6]1)(=[O:3])[CH3:2]. The catalyst class is: 1. (4) Reactant: C([O:8][C:9]1[CH:14]=[C:13]([O:15]CC2C=CC=CC=2)[CH:12]=[CH:11][C:10]=1[CH:23]1[CH2:26][N:25]([C:27]([C:29]2[CH:34]=[CH:33][CH:32]=[CH:31][CH:30]=2)=[O:28])[CH2:24]1)C1C=CC=CC=1. Product: [OH:8][C:9]1[CH:14]=[C:13]([OH:15])[CH:12]=[CH:11][C:10]=1[CH:23]1[CH2:24][N:25]([C:27]([C:29]2[CH:30]=[CH:31][CH:32]=[CH:33][CH:34]=2)=[O:28])[CH2:26]1. The catalyst class is: 19. (5) Reactant: [Cl:1][C:2]1[CH:7]=[CH:6][C:5]([OH:8])=[C:4]([N+:9]([O-:11])=[O:10])[CH:3]=1.[CH2:12](Br)[CH:13]=[CH2:14].C(=O)([O-])[O-].[K+].[K+]. Product: [N+:9]([C:4]1[CH:3]=[C:2]([Cl:1])[CH:7]=[C:6]([CH2:14][CH:13]=[CH2:12])[C:5]=1[OH:8])([O-:11])=[O:10]. The catalyst class is: 21. (6) Reactant: [Cl:1][C:2]1[CH:20]=[CH:19][C:5]2[O:6][C:7]3[CH:18]=[CH:17][CH:16]=[CH:15][C:8]=3[C@H:9]3[CH2:13][NH:12][C:11](=O)[C@@H:10]3[C:4]=2[CH:3]=1.Cl.C(O)C. Product: [Cl:1][C:2]1[CH:20]=[CH:19][C:5]2[O:6][C:7]3[CH:18]=[CH:17][CH:16]=[CH:15][C:8]=3[C@H:9]3[CH2:13][NH:12][CH2:11][C@@H:10]3[C:4]=2[CH:3]=1. The catalyst class is: 7. (7) The catalyst class is: 15. Product: [F:1][C:2]1([F:29])[CH2:7][CH2:6][CH:5]([CH2:8][NH:9][C:10]([C:12]2[C:13]3[CH:14]=[CH:15][C:16]([CH:23]4[CH2:27][CH2:26][CH:25]([N:30]5[CH2:34][CH2:33][CH2:32][CH2:31]5)[CH2:24]4)=[N:17][C:18]=3[CH:19]=[CH:20][C:21]=2[Cl:22])=[O:11])[CH2:4][CH2:3]1. Reactant: [F:1][C:2]1([F:29])[CH2:7][CH2:6][CH:5]([CH2:8][NH:9][C:10]([C:12]2[C:13]3[CH:14]=[CH:15][C:16]([CH:23]4[CH2:27][CH2:26][C:25](=O)[CH2:24]4)=[N:17][C:18]=3[CH:19]=[CH:20][C:21]=2[Cl:22])=[O:11])[CH2:4][CH2:3]1.[NH:30]1[CH2:34][CH2:33][CH2:32][CH2:31]1.C(O[BH-](OC(=O)C)OC(=O)C)(=O)C.[Na+]. (8) The catalyst class is: 306. Reactant: ClC1C=CC([N:8]([CH2:30][CH3:31])[C:9]([C@@H:11]2[C:20]3[C:15](=[CH:16][CH:17]=[CH:18][CH:19]=3)[N:14]([C:21]([C:23]3[CH:24]=[N:25][CH:26]=[N:27][CH:28]=3)=[O:22])[C@@H:13]([CH3:29])[CH2:12]2)=[O:10])=CC=1.FC(F)(F)[C:34]1[CH:42]=[CH:41][C:37](C([Cl:40])=O)=[CH:36][CH:35]=1.N1C=C(C(O)=O)C=NC=1.C(Cl)(=O)C([Cl:57])=O. Product: [N:25]1[CH:24]=[C:23]([C:21]([Cl:40])=[O:22])[CH:28]=[N:27][CH:26]=1.[Cl:57][C:34]1[CH:42]=[CH:41][C:37]([CH2:31][CH2:30][NH:8][C:9]([CH:11]2[C:20]3[C:15](=[CH:16][CH:17]=[CH:18][CH:19]=3)[N:14]([C:21]([C:23]3[CH:24]=[N:25][CH:26]=[N:27][CH:28]=3)=[O:22])[CH:13]([CH3:29])[CH2:12]2)=[O:10])=[CH:36][CH:35]=1.